Dataset: Full USPTO retrosynthesis dataset with 1.9M reactions from patents (1976-2016). Task: Predict the reactants needed to synthesize the given product. Given the product [C:9]([NH:8][C:6]1[CH:7]=[C:2]([NH:1][C:28](=[O:29])[C:27]2[CH:31]=[CH:32][C:24]([N:21]3[CH2:20][CH2:19][O:18][CH2:23][CH2:22]3)=[N:25][CH:26]=2)[CH:3]=[CH:4][C:5]=1[Cl:17])(=[O:16])[C:10]1[CH:15]=[CH:14][CH:13]=[CH:12][CH:11]=1, predict the reactants needed to synthesize it. The reactants are: [NH2:1][C:2]1[CH:3]=[CH:4][C:5]([Cl:17])=[C:6]([NH:8][C:9](=[O:16])[C:10]2[CH:15]=[CH:14][CH:13]=[CH:12][CH:11]=2)[CH:7]=1.[O:18]1[CH2:23][CH2:22][N:21]([C:24]2[CH:32]=[CH:31][C:27]([C:28](O)=[O:29])=[CH:26][N:25]=2)[CH2:20][CH2:19]1.